Task: Predict which catalyst facilitates the given reaction.. Dataset: Catalyst prediction with 721,799 reactions and 888 catalyst types from USPTO (1) Reactant: [F:1][C:2]1[C:9]([CH:10]2[CH2:12][O:11]2)=[CH:8][CH:7]=[C:6]([F:13])[C:3]=1[C:4]#[N:5].[OH:14][CH2:15][C@@H:16]1[NH:21][CH2:20][CH2:19][N:18]([C:22]([O:24][C:25]([CH3:28])([CH3:27])[CH3:26])=[O:23])[CH2:17]1. Product: [C:4]([C:3]1[C:2]([F:1])=[C:9]([CH:10]([OH:11])[CH2:12][N:21]2[CH2:20][CH2:19][N:18]([C:22]([O:24][C:25]([CH3:26])([CH3:27])[CH3:28])=[O:23])[CH2:17][C@@H:16]2[CH2:15][OH:14])[CH:8]=[CH:7][C:6]=1[F:13])#[N:5]. The catalyst class is: 8. (2) Reactant: [F:1][C:2]1[CH:12]=[CH:11][CH:10]=[C:9]([F:13])[C:3]=1[C:4]([N:6]=[C:7]=[O:8])=[O:5].[F:14][C:15]1[CH:22]=[C:21]([S:23][CH2:24][CH:25]=[CH2:26])[CH:20]=[CH:19][C:16]=1[NH:17][CH3:18]. Product: [F:1][C:2]1[CH:12]=[CH:11][CH:10]=[C:9]([F:13])[C:3]=1[C:4]([NH:6][C:7](=[O:8])[N:17]([C:16]1[CH:19]=[CH:20][C:21]([S:23][CH2:24][CH:25]=[CH2:26])=[CH:22][C:15]=1[F:14])[CH3:18])=[O:5]. The catalyst class is: 27. (3) Reactant: [NH2:1][C:2]1[CH:3]=[CH:4][CH:5]=[C:6]2[C:11]=1[CH:10]=[C:9]([OH:12])[CH:8]=[CH:7]2.[C:13]([O:17][C:18](O[C:18]([O:17][C:13]([CH3:16])([CH3:15])[CH3:14])=[O:19])=[O:19])([CH3:16])([CH3:15])[CH3:14].C(=O)([O-])[O-].[Na+].[Na+]. Product: [OH:12][C:9]1[CH:10]=[C:11]2[C:6]([CH:5]=[CH:4][CH:3]=[C:2]2[NH:1][C:18](=[O:19])[O:17][C:13]([CH3:16])([CH3:15])[CH3:14])=[CH:7][CH:8]=1. The catalyst class is: 217.